This data is from Full USPTO retrosynthesis dataset with 1.9M reactions from patents (1976-2016). The task is: Predict the reactants needed to synthesize the given product. (1) The reactants are: FC(F)(F)S(O[CH:7]([C:12]1[CH:17]=[CH:16][C:15]([Br:18])=[CH:14][CH:13]=1)[C:8]([F:11])([F:10])[F:9])(=O)=O.[CH3:21][C:22]([NH2:25])([CH3:24])[CH3:23].C(=O)([O-])[O-].[K+].[K+]. Given the product [Br:18][C:15]1[CH:16]=[CH:17][C:12]([CH:7]([NH:25][C:22]([CH3:24])([CH3:23])[CH3:21])[C:8]([F:11])([F:10])[F:9])=[CH:13][CH:14]=1, predict the reactants needed to synthesize it. (2) Given the product [NH2:21][C:19]([C:3]1[CH:4]=[N:5][C:6]2[C:11]([C:2]=1[NH:22][C:23]1[CH:24]=[C:25]([CH:29]=[C:30]([OH:32])[CH:31]=1)[C:26]([OH:28])=[O:27])=[CH:10][CH:9]=[C:8]([C:12]1[C:13]([CH3:18])=[N:14][O:15][C:16]=1[CH3:17])[CH:7]=2)=[O:20], predict the reactants needed to synthesize it. The reactants are: Cl[C:2]1[C:11]2[C:6](=[CH:7][C:8]([C:12]3[C:13]([CH3:18])=[N:14][O:15][C:16]=3[CH3:17])=[CH:9][CH:10]=2)[N:5]=[CH:4][C:3]=1[C:19]([NH2:21])=[O:20].[NH2:22][C:23]1[CH:24]=[C:25]([CH:29]=[C:30]([OH:32])[CH:31]=1)[C:26]([OH:28])=[O:27]. (3) Given the product [Br:14][CH2:15][C:16]([NH:1][C:2]1[CH:6]=[N:9][CH:12]=[CH:13][N:3]=1)=[O:17], predict the reactants needed to synthesize it. The reactants are: [NH2:1][C:2]1[CH:6]=CN[N:3]=1.C([N:9]([CH2:12][CH3:13])CC)C.[Br:14][CH2:15][C:16](Cl)=[O:17]. (4) Given the product [Cl:1][C:2]1[CH:3]=[C:4]([C:13]2[CH:14]=[CH:15][C:16]([C:19](=[O:26])[CH2:20][CH2:21][C:22]([O:24][CH3:25])=[O:23])=[CH:17][CH:18]=2)[CH:5]=[CH:6][C:7]=1[Cl:8], predict the reactants needed to synthesize it. The reactants are: [Cl:1][C:2]1[CH:3]=[C:4](B(O)O)[CH:5]=[CH:6][C:7]=1[Cl:8].Br[C:13]1[CH:18]=[CH:17][C:16]([C:19](=[O:26])[CH2:20][CH2:21][C:22]([O:24][CH3:25])=[O:23])=[CH:15][CH:14]=1.C(=O)([O-])[O-].[Na+].[Na+]. (5) The reactants are: Br[C:2]1[CH:3]=[N:4][N:5]2[C:10]([C:11]3[CH:12]=[C:13]([NH:17][C:18](=[O:23])[CH2:19][CH:20]([CH3:22])[CH3:21])[CH:14]=[CH:15][CH:16]=3)=[CH:9][CH:8]=[N:7][C:6]=12.[CH3:24][C:25]1[CH:26]=[C:27](B(O)O)[CH:28]=[C:29]([CH3:31])[CH:30]=1. Given the product [CH3:24][C:25]1[CH:26]=[C:27]([C:2]2[CH:3]=[N:4][N:5]3[C:10]([C:11]4[CH:12]=[C:13]([NH:17][C:18](=[O:23])[CH2:19][CH:20]([CH3:22])[CH3:21])[CH:14]=[CH:15][CH:16]=4)=[CH:9][CH:8]=[N:7][C:6]=23)[CH:28]=[C:29]([CH3:31])[CH:30]=1, predict the reactants needed to synthesize it. (6) Given the product [CH3:31][C:27]([CH3:32])([CH2:28][CH2:29][CH3:30])[CH2:26][C:11]1[CH:12]=[C:13]([OH:16])[CH:14]=[CH:15][C:10]=1[C:3]1[CH:4]=[C:5]([O:8][CH3:9])[CH:6]=[CH:7][C:2]=1[F:1], predict the reactants needed to synthesize it. The reactants are: [F:1][C:2]1[CH:7]=[CH:6][C:5]([O:8][CH3:9])=[CH:4][C:3]=1[C:10]1[CH:15]=[CH:14][C:13]([O:16]CC2C=CC(OC)=CC=2)=[CH:12][C:11]=1[C:26](=O)[C:27]([CH3:32])([CH3:31])[CH2:28][CH2:29][CH3:30]. (7) Given the product [OH:16][C:6]1[C:5]([OH:4])=[CH:10][C:9]([C:11]#[N:12])=[C:8]([C:26]2[CH:27]=[CH:28][C:23]([CH2:20][CH2:21][CH3:22])=[CH:24][CH:25]=2)[C:7]=1[C:14]#[N:15], predict the reactants needed to synthesize it. The reactants are: C([O:4][C:5]1[CH:10]=[C:9]([C:11]#[N:12])[C:8](Br)=[C:7]([C:14]#[N:15])[C:6]=1[O:16]C(=O)C)(=O)C.[CH2:20]([C:23]1[CH:28]=[CH:27][C:26](B(O)O)=[CH:25][CH:24]=1)[CH2:21][CH3:22]. (8) Given the product [O:18]=[C:16]([N:52]1[CH2:57][CH2:56][CH:55]([NH:58][C:59]2[CH:64]=[CH:63][CH:62]=[CH:61][C:60]=2[CH3:65])[CH2:54][CH2:53]1)[CH2:15][NH:14][C:12]([C:9]1[CH:8]=[C:7]([C:1]2[CH:2]=[CH:3][CH:4]=[CH:5][CH:6]=2)[NH:11][N:10]=1)=[O:13], predict the reactants needed to synthesize it. The reactants are: [C:1]1([C:7]2[NH:11][N:10]=[C:9]([C:12]([NH:14][CH2:15][C:16]([OH:18])=O)=[O:13])[CH:8]=2)[CH:6]=[CH:5][CH:4]=[CH:3][CH:2]=1.CCN(C(C)C)C(C)C.C1C=CC2N(O)N=NC=2C=1.CCN=C=NCCCN(C)C.Cl.Cl.Cl.[NH:52]1[CH2:57][CH2:56][CH:55]([NH:58][C:59]2[CH:64]=[CH:63][CH:62]=[CH:61][C:60]=2[CH3:65])[CH2:54][CH2:53]1. (9) The reactants are: [N:1]([CH2:4][C@@H:5]([C:7]1[C:15]2[S:14][C:13](=[O:16])[NH:12][C:11]=2[C:10]([OH:17])=[CH:9][CH:8]=1)[OH:6])=[N+]=[N-].C([OH:20])C. Given the product [C:10]([OH:17])(=[O:20])[CH3:11].[NH2:1][CH2:4][C@@H:5]([C:7]1[C:15]2[S:14][C:13](=[O:16])[NH:12][C:11]=2[C:10]([OH:17])=[CH:9][CH:8]=1)[OH:6], predict the reactants needed to synthesize it. (10) Given the product [NH2:21][C:22]1[C:27]([C:28]#[N:29])=[C:26]([NH:13][C@H:10]([C:8]2[N:7]([C:14]3[CH:15]=[CH:16][CH:17]=[CH:18][CH:19]=3)[C:6]3[CH:20]=[C:2]([F:1])[CH:3]=[CH:4][C:5]=3[N:9]=2)[CH2:11][CH3:12])[N:25]=[CH:24][N:23]=1, predict the reactants needed to synthesize it. The reactants are: [F:1][C:2]1[CH:3]=[CH:4][C:5]2[N:9]=[C:8]([C@@H:10]([NH2:13])[CH2:11][CH3:12])[N:7]([C:14]3[CH:19]=[CH:18][CH:17]=[CH:16][CH:15]=3)[C:6]=2[CH:20]=1.[NH2:21][C:22]1[C:27]([C:28]#[N:29])=[C:26](Cl)[N:25]=[CH:24][N:23]=1.CCN(C(C)C)C(C)C.